This data is from Forward reaction prediction with 1.9M reactions from USPTO patents (1976-2016). The task is: Predict the product of the given reaction. (1) Given the reactants [F:1][C:2]1[CH:7]=[CH:6][CH:5]=[CH:4][C:3]=1[CH:8]=[CH:9][C:10]1[CH:15]=[CH:14][CH:13]=[CH:12][N+:11]=1[O-].COS(OC)(=O)=O.[C-:24]#[N:25].[Na+], predict the reaction product. The product is: [F:1][C:2]1[CH:7]=[CH:6][CH:5]=[CH:4][C:3]=1[CH:8]=[CH:9][C:10]1[N:11]=[C:12]([C:24]#[N:25])[CH:13]=[CH:14][CH:15]=1. (2) Given the reactants [OH:1][C:2]1[CH:3]=[C:4]([C:12]([CH3:15])([CH3:14])O)[CH:5]=[C:6]([C:8]([CH3:11])([CH3:10])O)[CH:7]=1, predict the reaction product. The product is: [CH:8]([C:6]1[CH:7]=[C:2]([OH:1])[CH:3]=[C:4]([CH:12]([CH3:15])[CH3:14])[CH:5]=1)([CH3:11])[CH3:10]. (3) Given the reactants [C:1]([C:5]1[CH:43]=[CH:42][C:8]([C:9]([N:11]([CH2:31][C:32]2[CH:41]=[CH:40][C:35]([C:36]([O:38]C)=[O:37])=[CH:34][CH:33]=2)[CH2:12][C:13]2[CH:18]=[CH:17][C:16]([C:19]#[C:20][C:21]3[CH:26]=[CH:25][C:24]([CH2:27][CH2:28][CH2:29][CH3:30])=[CH:23][CH:22]=3)=[CH:15][CH:14]=2)=[O:10])=[CH:7][CH:6]=1)([CH3:4])([CH3:3])[CH3:2].[OH-].[Na+].C1(CCC(Cl)=O)CCCC1, predict the reaction product. The product is: [C:1]([C:5]1[CH:6]=[CH:7][C:8]([C:9]([N:11]([CH2:31][C:32]2[CH:41]=[CH:40][C:35]([C:36]([OH:38])=[O:37])=[CH:34][CH:33]=2)[CH2:12][C:13]2[CH:18]=[CH:17][C:16]([C:19]#[C:20][C:21]3[CH:26]=[CH:25][C:24]([CH2:27][CH2:28][CH2:29][CH3:30])=[CH:23][CH:22]=3)=[CH:15][CH:14]=2)=[O:10])=[CH:42][CH:43]=1)([CH3:2])([CH3:3])[CH3:4]. (4) Given the reactants [CH3:1][O:2][C:3]1[N:8]=[CH:7][C:6]([O:9][C:10]2[CH:11]=[C:12]3[C:17](=[CH:18][CH:19]=2)[C:16]([C:20]([O-:22])=[O:21])=[CH:15][CH:14]=[CH:13]3)=[CH:5][CH:4]=1.[Li+].[OH-], predict the reaction product. The product is: [CH3:1][O:2][C:3]1[N:8]=[CH:7][C:6]([O:9][C:10]2[CH:11]=[C:12]3[C:17](=[CH:18][CH:19]=2)[C:16]([C:20]([OH:22])=[O:21])=[CH:15][CH:14]=[CH:13]3)=[CH:5][CH:4]=1. (5) Given the reactants [CH2:1]([O:3][CH2:4][CH2:5][O:6][C:7]1[CH:12]=[CH:11][C:10]([C:13]2[C:18]([O:19][CH:20]([CH3:22])[CH3:21])=[CH:17][CH:16]=[C:15]([CH2:23][OH:24])[CH:14]=2)=[CH:9][CH:8]=1)[CH3:2], predict the reaction product. The product is: [CH2:1]([O:3][CH2:4][CH2:5][O:6][C:7]1[CH:8]=[CH:9][C:10]([C:13]2[C:18]([O:19][CH:20]([CH3:21])[CH3:22])=[CH:17][CH:16]=[C:15]([CH:23]=[O:24])[CH:14]=2)=[CH:11][CH:12]=1)[CH3:2].